Dataset: Forward reaction prediction with 1.9M reactions from USPTO patents (1976-2016). Task: Predict the product of the given reaction. (1) Given the reactants [OH:1][C@H:2]([C:4]1[NH:5][C:6](=[O:19])[C:7]2[CH:12]=[N:11][N:10]([CH:13]3[CH2:18][CH2:17]OC[CH2:14]3)[C:8]=2[N:9]=1)[CH3:3].C(O[C@@H](C)C(NC1N(C2CCOCC2)N=CC=1C(=O)N)=O)(=O)C, predict the reaction product. The product is: [CH:13]1([N:10]2[C:8]3[N:9]=[C:4]([C@@H:2]([OH:1])[CH3:3])[NH:5][C:6](=[O:19])[C:7]=3[CH:12]=[N:11]2)[CH2:14][CH2:17][CH2:18]1. (2) Given the reactants [ClH:1].O1CCOCC1.C(OC([N:15]1[CH2:19]/[C:18](=[CH:20]\[C:21]([O:23][CH3:24])=[O:22])/[CH2:17][C@@H:16]1[C@H:25]1[O:29]C(C)(C)[N:27]([C:32](=[O:34])[CH3:33])[C@H:26]1[CH2:35][C:36]1[CH:41]=[C:40]([F:42])[CH:39]=[C:38]([F:43])[CH:37]=1)=O)(C)(C)C, predict the reaction product. The product is: [ClH:1].[CH3:24][O:23][C:21](=[O:22])/[CH:20]=[C:18]1\[CH2:19][NH:15][C@@H:16]([C@@H:25]([OH:29])[C@@H:26]([NH:27][C:32](=[O:34])[CH3:33])[CH2:35][C:36]2[CH:41]=[C:40]([F:42])[CH:39]=[C:38]([F:43])[CH:37]=2)[CH2:17]\1.